Dataset: Forward reaction prediction with 1.9M reactions from USPTO patents (1976-2016). Task: Predict the product of the given reaction. (1) The product is: [F:29][C:26]1[CH:27]=[CH:28][C:20]([C:2]2[C:16]([CH3:17])=[CH:15][C:5]([O:6][CH2:7][C:8]3([OH:14])[CH2:13][CH2:12][O:11][CH2:10][CH2:9]3)=[CH:4][C:3]=2[CH3:18])=[C:21]2[C:25]=1[C@H:24]([O:30][C:31]1[CH:44]=[CH:43][C:34]3[C@H:35]([CH2:38][C:39]([O:41][CH3:42])=[O:40])[CH2:36][O:37][C:33]=3[CH:32]=1)[CH2:23][CH2:22]2. Given the reactants Br[C:2]1[C:16]([CH3:17])=[CH:15][C:5]([O:6][CH2:7][C:8]2([OH:14])[CH2:13][CH2:12][O:11][CH2:10][CH2:9]2)=[CH:4][C:3]=1[CH3:18].Br[C:20]1[CH:28]=[CH:27][C:26]([F:29])=[C:25]2[C:21]=1[CH2:22][CH2:23][C@H:24]2[O:30][C:31]1[CH:44]=[CH:43][C:34]2[C@H:35]([CH2:38][C:39]([O:41][CH3:42])=[O:40])[CH2:36][O:37][C:33]=2[CH:32]=1, predict the reaction product. (2) Given the reactants [Cl:1][C:2]1[CH:7]=[CH:6][C:5]([CH2:8][CH2:9]O)=[C:4]([N+:11]([O-:13])=[O:12])[CH:3]=1.C1(P(C2C=CC=CC=2)C2C=CC=CC=2)C=CC=CC=1.C(Br)(Br)(Br)[Br:34], predict the reaction product. The product is: [Br:34][CH2:9][CH2:8][C:5]1[CH:6]=[CH:7][C:2]([Cl:1])=[CH:3][C:4]=1[N+:11]([O-:13])=[O:12]. (3) Given the reactants [O:1]=[C:2]1[CH:6]=[CH:5][C:4](=[O:7])[N:3]1[CH2:8][CH2:9][CH2:10][CH2:11][CH2:12][C:13]([N:15]([CH2:17][CH2:18][N:19]([CH3:38])[C:20](=[O:37])[O:21][C:22]1[C:23]2[CH:36]=[CH:35][CH:34]=[CH:33][C:24]=2[C:25]2[C@H:26]([CH2:31][Cl:32])[CH2:27][NH:28][C:29]=2[CH:30]=1)[CH3:16])=[O:14].[Cl:39][CH2:40][C@H:41]1[C:49]2[C:48]3[CH:50]=[CH:51][CH:52]=[CH:53][C:47]=3[C:46]([O:54][P:55]([O:62][C:63]([CH3:66])([CH3:65])[CH3:64])([O:57][C:58]([CH3:61])([CH3:60])[CH3:59])=[O:56])=[CH:45][C:44]=2[N:43]([C:67](=[O:74])[CH2:68][CH2:69][CH2:70][C:71](O)=[O:72])[CH2:42]1.CCN=C=NCCCN(C)C.Cl.C1(C)C=CC(S(O)(=O)=O)=CC=1.C([O-])(O)=O.[Na+], predict the reaction product. The product is: [O:1]=[C:2]1[CH:6]=[CH:5][C:4](=[O:7])[N:3]1[CH2:8][CH2:9][CH2:10][CH2:11][CH2:12][C:13]([N:15]([CH2:17][CH2:18][N:19]([CH3:38])[C:20](=[O:37])[O:21][C:22]1[C:23]2[CH:36]=[CH:35][CH:34]=[CH:33][C:24]=2[C:25]2[C@H:26]([CH2:31][Cl:32])[CH2:27][N:28]([C:71](=[O:72])[CH2:70][CH2:69][CH2:68][C:67]([N:43]3[C:44]4[CH:45]=[C:46]([O:54][P:55]([O:57][C:58]([CH3:59])([CH3:60])[CH3:61])([O:62][C:63]([CH3:66])([CH3:65])[CH3:64])=[O:56])[C:47]5[CH:53]=[CH:52][CH:51]=[CH:50][C:48]=5[C:49]=4[C@H:41]([CH2:40][Cl:39])[CH2:42]3)=[O:74])[C:29]=2[CH:30]=1)[CH3:16])=[O:14]. (4) Given the reactants [Si]([O:8][CH2:9][CH2:10][CH2:11][N:12]1[CH:23]=[CH:22][C:21]2[C:13]1=[CH:14][C:15]([C:26]1[CH:31]=[CH:30][CH:29]=[CH:28][C:27]=1[Cl:32])=[C:16]1[C:20]=2[C:19](=[O:24])[NH:18][C:17]1=[O:25])(C(C)(C)C)(C)C.OS(O)(=O)=O, predict the reaction product. The product is: [Cl:32][C:27]1[CH:28]=[CH:29][CH:30]=[CH:31][C:26]=1[C:15]1[CH:14]=[C:13]2[C:21]([CH:22]=[CH:23][N:12]2[CH2:11][CH2:10][CH2:9][OH:8])=[C:20]2[C:16]=1[C:17](=[O:25])[NH:18][C:19]2=[O:24]. (5) Given the reactants C([Li])CCC.Br[C:7]1[CH:12]=[C:11]([CH:13]([S:22][C:23]2[CH:28]=[CH:27][C:26]([Cl:29])=[CH:25][CH:24]=2)[C:14]2[CH:19]=[C:18]([F:20])[CH:17]=[CH:16][C:15]=2[F:21])[C:10]([Cl:30])=[CH:9][N:8]=1.CN(C)[CH:33]=[O:34].[BH4-].[Na+], predict the reaction product. The product is: [Cl:30][C:10]1[C:11]([CH:13]([S:22][C:23]2[CH:28]=[CH:27][C:26]([Cl:29])=[CH:25][CH:24]=2)[C:14]2[CH:19]=[C:18]([F:20])[CH:17]=[CH:16][C:15]=2[F:21])=[CH:12][C:7]([CH2:33][OH:34])=[N:8][CH:9]=1. (6) Given the reactants C[O:2][C:3](=[O:20])[C:4]([C:13]1[CH:18]=[CH:17][C:16]([Cl:19])=[CH:15][CH:14]=1)([C:6]1[CH:11]=[CH:10][C:9]([Cl:12])=[CH:8][CH:7]=1)[CH3:5], predict the reaction product. The product is: [Cl:12][C:9]1[CH:8]=[CH:7][C:6]([C:4]([C:13]2[CH:14]=[CH:15][C:16]([Cl:19])=[CH:17][CH:18]=2)([CH3:5])[C:3]([OH:20])=[O:2])=[CH:11][CH:10]=1. (7) The product is: [CH2:14]([N:9]1[C:7]2[N:8]=[C:3]([S:2][CH3:1])[N:4]=[CH:5][C:6]=2[CH:12]=[CH:11][C:10]1=[O:13])[CH2:15][CH2:16][CH3:17]. Given the reactants [CH3:1][S:2][C:3]1[N:4]=[CH:5][C:6]2[CH:12]=[CH:11][C:10](=[O:13])[NH:9][C:7]=2[N:8]=1.[CH2:14](Br)[CH2:15][CH2:16][CH3:17].CN(C)C(=N)N(C)C, predict the reaction product.